This data is from Full USPTO retrosynthesis dataset with 1.9M reactions from patents (1976-2016). The task is: Predict the reactants needed to synthesize the given product. (1) Given the product [CH3:14][O:1][CH:2]([CH2:3][C:4]([O:6][CH3:7])=[O:5])[CH2:8][C:9]([O:11][CH3:12])=[O:10], predict the reactants needed to synthesize it. The reactants are: [OH:1][CH:2]([CH2:8][C:9]([O:11][CH3:12])=[O:10])[CH2:3][C:4]([O:6][CH3:7])=[O:5].I[CH3:14]. (2) Given the product [C:27]([O:26][CH2:25][C@H:23]1[O:24][C@@H:11]([N:6]2[CH:5]=[N:4][C:3]3[C:7]2=[N:8][CH:9]=[N:10][C:2]=3[NH2:47])[C@@H:12]([F:46])[C@@H:13]1[OH:14])([C:40]1[CH:41]=[CH:42][CH:43]=[CH:44][CH:45]=1)([C:34]1[CH:35]=[CH:36][CH:37]=[CH:38][CH:39]=1)[C:28]1[CH:29]=[CH:30][CH:31]=[CH:32][CH:33]=1, predict the reactants needed to synthesize it. The reactants are: Cl[C:2]1[N:10]=[CH:9][N:8]=[C:7]2[C:3]=1[N:4]=[CH:5][N:6]2[C@@H:11]1[O:24][C@H:23]([CH2:25][O:26][C:27]([C:40]2[CH:45]=[CH:44][CH:43]=[CH:42][CH:41]=2)([C:34]2[CH:39]=[CH:38][CH:37]=[CH:36][CH:35]=2)[C:28]2[CH:33]=[CH:32][CH:31]=[CH:30][CH:29]=2)[C@@H:13]([O:14]C(=O)C2C=CC=CC=2)[C@@H:12]1[F:46].[NH3:47]. (3) The reactants are: CS(C)=O.C(Cl)(=O)C(Cl)=O.[OH:11][CH2:12][C:13]1[CH:18]=[CH:17][C:16]([N:19]([CH2:25][C:26]2[CH:27]=[N:28][CH:29]=[CH:30][CH:31]=2)[S:20]([CH2:23][CH3:24])(=[O:22])=[O:21])=[CH:15][CH:14]=1.C(N(CC)CC)C.C([O-])(O)=O.[Na+]. Given the product [CH:12]([C:13]1[CH:14]=[CH:15][C:16]([N:19]([CH2:25][C:26]2[CH:27]=[N:28][CH:29]=[CH:30][CH:31]=2)[S:20]([CH2:23][CH3:24])(=[O:21])=[O:22])=[CH:17][CH:18]=1)=[O:11], predict the reactants needed to synthesize it.